This data is from Forward reaction prediction with 1.9M reactions from USPTO patents (1976-2016). The task is: Predict the product of the given reaction. Given the reactants [Br:1][C:2]1[CH:11]=[CH:10][CH:9]=[C:8]2[C:3]=1[CH:4]=[C:5]([CH3:31])[C:6]([C@H:20]([O:26][C:27]([CH3:30])([CH3:29])[CH3:28])[C:21]([O:23][CH2:24][CH3:25])=[O:22])=[C:7]2[O:12]S(C(F)(F)F)(=O)=O.C(O[C@@H](C1C(C)=CC2C(=CC=C(C)C=2)C=1OS(C(F)(F)F)(=O)=O)C(OCC)=O)(C)(C)C.BrC1C=CC=CC=1CC(=O)C.[F-].C([N+](CCCC)(CCCC)CCCC)CCC.C([O-])(O)=O.[Na+], predict the reaction product. The product is: [Br:1][C:2]1[CH:11]=[CH:10][CH:9]=[C:8]2[C:3]=1[CH:4]=[C:5]([CH3:31])[C:6]([C@H:20]([O:26][C:27]([CH3:30])([CH3:29])[CH3:28])[C:21]([O:23][CH2:24][CH3:25])=[O:22])=[C:7]2[OH:12].